Dataset: Forward reaction prediction with 1.9M reactions from USPTO patents (1976-2016). Task: Predict the product of the given reaction. (1) Given the reactants [OH:1][NH:2][C:3](=[NH:28])[C:4]1[CH:5]=[CH:6][C:7]2[CH:13]([CH2:14][CH2:15][C:16]([O:18][CH3:19])=[O:17])[N:12]([C:20]([O:22][C:23]([CH3:26])([CH3:25])[CH3:24])=[O:21])[CH2:11][CH2:10][CH2:9][C:8]=2[CH:27]=1.[Cl:29][C:30]1[CH:31]=[C:32]([CH:36]=[CH:37][C:38]=1[O:39][CH:40]([CH3:42])[CH3:41])[C:33](O)=O.C(Cl)CCl.C1C=CC2N(O)N=NC=2C=1, predict the reaction product. The product is: [Cl:29][C:30]1[CH:31]=[C:32]([C:33]2[O:1][N:2]=[C:3]([C:4]3[CH:5]=[CH:6][C:7]4[CH:13]([CH2:14][CH2:15][C:16]([O:18][CH3:19])=[O:17])[N:12]([C:20]([O:22][C:23]([CH3:24])([CH3:25])[CH3:26])=[O:21])[CH2:11][CH2:10][CH2:9][C:8]=4[CH:27]=3)[N:28]=2)[CH:36]=[CH:37][C:38]=1[O:39][CH:40]([CH3:41])[CH3:42]. (2) Given the reactants [CH2:1]([N:8]1[CH:17]=[C:16](Br)[C:15]2[C:10](=[CH:11][CH:12]=[C:13]([O:19][CH3:20])[CH:14]=2)[C:9]1=[O:21])[C:2]1[CH:7]=[CH:6][CH:5]=[CH:4][CH:3]=1.C(=O)([O-])[O-].[Cs+].[Cs+].[F:28][C:29]1[CH:30]=[C:31](B(O)O)[CH:32]=[C:33]([F:36])[C:34]=1[F:35], predict the reaction product. The product is: [CH2:1]([N:8]1[CH:17]=[C:16]([C:31]2[CH:30]=[C:29]([F:28])[C:34]([F:35])=[C:33]([F:36])[CH:32]=2)[C:15]2[C:10](=[CH:11][CH:12]=[C:13]([O:19][CH3:20])[CH:14]=2)[C:9]1=[O:21])[C:2]1[CH:7]=[CH:6][CH:5]=[CH:4][CH:3]=1. (3) Given the reactants C(OC(=O)[NH:7][CH:8]1[CH2:13][CH2:12][CH:11]([NH:14][C:15]2[C:16]3[N:17]([C:21]([C:24]4[CH:29]=[CH:28][CH:27]=[C:26]([NH:30][CH:31]([C:41]5[CH:46]=[CH:45][CH:44]=[CH:43][CH:42]=5)[CH2:32][NH:33]C(OC(C)(C)C)=O)[N:25]=4)=[CH:22][N:23]=3)[CH:18]=[CH:19][N:20]=2)[CH2:10][CH2:9]1)(C)(C)C.Cl, predict the reaction product. The product is: [NH2:33][CH2:32][CH:31]([NH:30][C:26]1[N:25]=[C:24]([C:21]2[N:17]3[CH:18]=[CH:19][N:20]=[C:15]([NH:14][CH:11]4[CH2:12][CH2:13][CH:8]([NH2:7])[CH2:9][CH2:10]4)[C:16]3=[N:23][CH:22]=2)[CH:29]=[CH:28][CH:27]=1)[C:41]1[CH:46]=[CH:45][CH:44]=[CH:43][CH:42]=1. (4) Given the reactants [C:1]1([C:30]2[CH:35]=[CH:34][CH:33]=[CH:32][CH:31]=2)[CH:6]=[CH:5][CH:4]=[CH:3][C:2]=1[NH:7][C:8]([O:10][CH:11]1[CH2:16][CH2:15][N:14]([CH2:17][CH2:18][C:19]([N:21]([CH3:29])[CH2:22][CH2:23][CH2:24][CH2:25]C(O)=O)=[O:20])[CH2:13][CH2:12]1)=[O:9].[NH2:36][C:37]1[C:42]([CH3:43])=[CH:41][C:40]([CH2:44][OH:45])=[C:39]([CH3:46])[CH:38]=1.C(N(CC)C(C)C)(C)C.CCN=C=NCCCN(C)C.Cl.C(=O)(O)[O-:69].[Na+], predict the reaction product. The product is: [OH:45][CH2:44][C:40]1[C:39]([CH3:46])=[CH:38][C:37]([NH:36][C:25]([CH2:24][CH2:23][CH2:22][N:21]([CH3:29])[C:19]([CH2:18][CH2:17][N:14]2[CH2:13][CH2:12][CH:11]([O:10][C:8](=[O:9])[NH:7][C:2]3[CH:3]=[CH:4][CH:5]=[CH:6][C:1]=3[C:30]3[CH:35]=[CH:34][CH:33]=[CH:32][CH:31]=3)[CH2:16][CH2:15]2)=[O:20])=[O:69])=[C:42]([CH3:43])[CH:41]=1. (5) The product is: [C:19]([C:17]1[N:16]([CH3:23])[N:15]=[C:14]([N:6]2[C:7](=[O:13])[C:8]([O:11][CH3:12])=[C:9]([Cl:10])[CH:5]2[OH:4])[CH:18]=1)([CH3:22])([CH3:20])[CH3:21]. Given the reactants C([O:4][CH:5]1[C:9]([Cl:10])=[C:8]([O:11][CH3:12])[C:7](=[O:13])[N:6]1[C:14]1[CH:18]=[C:17]([C:19]([CH3:22])([CH3:21])[CH3:20])[N:16]([CH3:23])[N:15]=1)(=O)C.Cl, predict the reaction product.